The task is: Predict which catalyst facilitates the given reaction.. This data is from Catalyst prediction with 721,799 reactions and 888 catalyst types from USPTO. (1) Reactant: C1(C)C=CC=CC=1.[Cl:8][C:9]1[CH:14]=[C:13]([Cl:15])[CH:12]=[CH:11][C:10]=1[C:16](=[N:19][OH:20])[C:17]#[N:18].[S:21](Cl)([C:24]1[CH:30]=[CH:29][C:27]([CH3:28])=[CH:26][CH:25]=1)(=[O:23])=[O:22]. Product: [Cl:8][C:9]1[CH:14]=[C:13]([Cl:15])[CH:12]=[CH:11][C:10]=1[C:16](=[N:19][O:20][S:21]([C:24]1[CH:30]=[CH:29][C:27]([CH3:28])=[CH:26][CH:25]=1)(=[O:23])=[O:22])[C:17]#[N:18]. The catalyst class is: 66. (2) Reactant: [CH2:1]([O:4][C:5]1[CH:6]=[C:7]([OH:11])[CH:8]=[CH:9][CH:10]=1)[CH2:2][CH3:3].S(Cl)([Cl:15])(=O)=O. Product: [Cl:15][C:10]1[CH:9]=[CH:8][C:7]([OH:11])=[CH:6][C:5]=1[O:4][CH2:1][CH2:2][CH3:3]. The catalyst class is: 22. (3) Reactant: C([O:3][C:4](=[O:20])[C:5]1[C:10]([O:11][CH:12]([CH3:14])[CH3:13])=[CH:9][C:8]([O:15][CH:16]([CH3:18])[CH3:17])=[N:7][C:6]=1[CH3:19])C.[OH-].[Na+]. Product: [CH:12]([O:11][C:10]1[C:5]([C:4]([OH:20])=[O:3])=[C:6]([CH3:19])[N:7]=[C:8]([O:15][CH:16]([CH3:18])[CH3:17])[CH:9]=1)([CH3:14])[CH3:13]. The catalyst class is: 24. (4) Reactant: I[CH2:2][Cl:3].C[O:5][C:6](=O)[C@@H:7]([NH:17][C:18]([O:20][C:21]([CH3:24])([CH3:23])[CH3:22])=[O:19])[CH2:8][C:9]1[CH:14]=[C:13]([F:15])[CH:12]=[C:11]([F:16])[CH:10]=1.[Li+].CC([N-]C(C)C)C.C([Li])CCC. Product: [Cl:3][CH2:2][C:6](=[O:5])[C@@H:7]([NH:17][C:18](=[O:19])[O:20][C:21]([CH3:22])([CH3:23])[CH3:24])[CH2:8][C:9]1[CH:14]=[C:13]([F:15])[CH:12]=[C:11]([F:16])[CH:10]=1. The catalyst class is: 1. (5) Reactant: [C:1]([C:4]1[CH:5]=[N:6][C:7]([N:10]2[CH2:15][CH2:14][N:13](C(OC(C)(C)C)=O)[CH2:12][CH2:11]2)=[N:8][CH:9]=1)(=[O:3])[CH3:2].C(OCC(F)(F)F)(=O)C.C(=O)([O-])[O-].[Na+].[Na+]. Product: [N:10]1([C:7]2[N:6]=[CH:5][C:4]([C:1](=[O:3])[CH3:2])=[CH:9][N:8]=2)[CH2:15][CH2:14][NH:13][CH2:12][CH2:11]1. The catalyst class is: 4. (6) Reactant: Cl[CH2:2][C:3]1[CH:8]=[CH:7][N:6]=[C:5]2[S:9][C:10]([C:12]3[CH:17]=[CH:16][CH:15]=[C:14]([C:18]([F:21])([F:20])[F:19])[CH:13]=3)=[N:11][C:4]=12.[C:22]([O-:25])(=[O:24])[CH3:23].[Na+]. Product: [C:22]([O:25][CH2:2][C:3]1[CH:8]=[CH:7][N:6]=[C:5]2[S:9][C:10]([C:12]3[CH:17]=[CH:16][CH:15]=[C:14]([C:18]([F:21])([F:20])[F:19])[CH:13]=3)=[N:11][C:4]=12)(=[O:24])[CH3:23]. The catalyst class is: 52. (7) The catalyst class is: 25. Reactant: [OH:1][CH2:2][CH2:3][C@@:4]1([CH2:17][OH:18])[CH2:8][C@H:7]([NH:9][C:10](=[O:16])[O:11][C:12]([CH3:15])([CH3:14])[CH3:13])[CH:6]=[CH:5]1.[Br:19]N1C(=O)CCC1=O.O. Product: [Br:19][C@@H:6]1[C@H:5]2[O:1][CH2:2][CH2:3][C@@:4]2([CH2:17][OH:18])[CH2:8][C@@H:7]1[NH:9][C:10](=[O:16])[O:11][C:12]([CH3:15])([CH3:13])[CH3:14]. (8) Reactant: [Cl:1][C:2]1[CH:8]=[C:7]([O:9][C:10]2[C:11]3[N:18]([CH3:19])[CH:17]=[CH:16][C:12]=3[N:13]=[CH:14][N:15]=2)[CH:6]=[CH:5][C:3]=1[NH2:4].N1C=CC=CC=1.Cl[C:27](OC1C=CC=CC=1)=[O:28].[NH2:36][C:37]1[CH:38]=[C:39]([C:44]([OH:50])([CH3:49])[C:45]([F:48])([F:47])[F:46])[CH:40]=[CH:41][C:42]=1[F:43]. Product: [Cl:1][C:2]1[CH:8]=[C:7]([O:9][C:10]2[C:11]3[N:18]([CH3:19])[CH:17]=[CH:16][C:12]=3[N:13]=[CH:14][N:15]=2)[CH:6]=[CH:5][C:3]=1[NH:4][C:27]([NH:36][C:37]1[CH:38]=[C:39]([C:44]([OH:50])([CH3:49])[C:45]([F:48])([F:46])[F:47])[CH:40]=[CH:41][C:42]=1[F:43])=[O:28]. The catalyst class is: 60.